Dataset: Reaction yield outcomes from USPTO patents with 853,638 reactions. Task: Predict the reaction yield, written as a fraction of the theoretical maximum amount of product (1.0 means a 100% yield; for example, 0.34 means a 34% yield). (1) The reactants are [O-]P([O-])([O-])=O.[K+].[K+].[K+].[CH2:9]([NH2:16])[C:10]1[CH:15]=[CH:14][CH:13]=[CH:12][CH:11]=1.I[C:18]1[CH:23]=[CH:22][CH:21]=[CH:20][CH:19]=1.C(O)CO. The catalyst is [Cu]I.CCCCCC.C(OCC)(=O)C.CC(O)C. The product is [C:18]1([NH:16][CH2:9][C:10]2[CH:15]=[CH:14][CH:13]=[CH:12][CH:11]=2)[CH:23]=[CH:22][CH:21]=[CH:20][CH:19]=1. The yield is 0.910. (2) The reactants are [F:1][C:2]1[CH:3]=[C:4]([NH:25][C:26]2[CH:31]=[CH:30][C:29]([I:32])=[CH:28][C:27]=2[F:33])[C:5]([N+:22]([O-])=O)=[C:6]([CH:21]=1)[O:7][C:8]1[C:9]([CH3:20])=[C:10]([NH:14][S:15]([CH2:18][CH3:19])(=[O:17])=[O:16])[CH:11]=[CH:12][CH:13]=1. The catalyst is C1COCC1.CCO. The product is [NH2:22][C:5]1[C:4]([NH:25][C:26]2[CH:31]=[CH:30][C:29]([I:32])=[CH:28][C:27]=2[F:33])=[CH:3][C:2]([F:1])=[CH:21][C:6]=1[O:7][C:8]1[C:9]([CH3:20])=[C:10]([NH:14][S:15]([CH2:18][CH3:19])(=[O:16])=[O:17])[CH:11]=[CH:12][CH:13]=1. The yield is 0.650.